Dataset: Catalyst prediction with 721,799 reactions and 888 catalyst types from USPTO. Task: Predict which catalyst facilitates the given reaction. (1) Product: [S:1]1[C:5]2[CH:6]=[CH:7][CH:8]=[CH:9][C:4]=2[N:3]=[C:2]1[C:10]1[C:20]2[CH2:19][CH2:8][CH2:9][CH2:4][C:5]=2[S:1][C:11]=1[NH2:12]. The catalyst class is: 8. Reactant: [S:1]1[C:5]2[CH:6]=[CH:7][CH:8]=[CH:9][C:4]=2[N:3]=[C:2]1[CH2:10][C:11]#[N:12].[S].C(N([CH2:19][CH3:20])CC)C. (2) Reactant: [OH:1][C:2]1[C:3]2[CH2:23][N:22]([C:24](=[O:26])[CH3:25])[CH2:21][CH2:20][C:4]=2[N:5]=[C:6]([NH:8][C:9]2[CH:14]=[CH:13][C:12]([C:15]3[O:19][CH:18]=[N:17][CH:16]=3)=[CH:11][CH:10]=2)[N:7]=1.N12CCCN=C1CCCCC2.[F:38][C:39]([F:58])([F:57])[S:40](N(C1C=CC=CC=1)[S:40]([C:39]([F:58])([F:57])[F:38])(=[O:42])=[O:41])(=[O:42])=[O:41]. Product: [F:38][C:39]([F:58])([F:57])[S:40]([O:1][C:2]1[C:3]2[CH2:23][N:22]([C:24](=[O:26])[CH3:25])[CH2:21][CH2:20][C:4]=2[N:5]=[C:6]([NH:8][C:9]2[CH:14]=[CH:13][C:12]([C:15]3[O:19][CH:18]=[N:17][CH:16]=3)=[CH:11][CH:10]=2)[N:7]=1)(=[O:42])=[O:41]. The catalyst class is: 112. (3) Reactant: [CH:1]([C:3]1[CH:4]=[C:5]([CH:10]=[C:11]([CH3:14])[C:12]=1[OH:13])[C:6]([O:8][CH3:9])=[O:7])=[O:2].C(N(CC)CC)C.[C:22](Cl)(=[O:29])[C:23]1[CH:28]=[CH:27][CH:26]=[CH:25][CH:24]=1. Product: [C:22]([O:13][C:12]1[C:11]([CH3:14])=[CH:10][C:5]([C:6]([O:8][CH3:9])=[O:7])=[CH:4][C:3]=1[CH:1]=[O:2])(=[O:29])[C:23]1[CH:28]=[CH:27][CH:26]=[CH:25][CH:24]=1. The catalyst class is: 154. (4) Reactant: Br[CH2:2][CH2:3][CH:4]1[O:8][CH2:7][CH2:6][O:5]1.[Mg].CN([CH:13]=[O:14])C. Product: [O:5]1[CH2:6][CH2:7][O:8][CH:4]1[CH2:3][CH2:2][CH:13]=[O:14]. The catalyst class is: 1. (5) Reactant: [N:1]1[C:10]2[C@@H:9]([NH2:11])[CH2:8][CH2:7][CH2:6][C:5]=2[CH:4]=[CH:3][CH:2]=1.[CH:12]([C:14]1[N:18]([CH3:19])[C:17]2[C:20]([N:24]3[CH2:29][CH2:28][N:27](C(OC(C)(C)C)=O)[CH2:26][CH2:25]3)=[CH:21][CH:22]=[CH:23][C:16]=2[N:15]=1)=O.[C:37](O)(=[O:39])[CH3:38].C(O[BH-](OC(=O)C)OC(=O)C)(=O)C.[Na+].C([O-])(O)=O.[Na+]. Product: [CH3:19][N:18]1[C:17]2[C:20]([N:24]3[CH2:29][CH2:28][NH:27][CH2:26][CH2:25]3)=[CH:21][CH:22]=[CH:23][C:16]=2[N:15]=[C:14]1[CH2:12][N:11]([C@@H:9]1[C:10]2[N:1]=[CH:2][CH:3]=[CH:4][C:5]=2[CH2:6][CH2:7][CH2:8]1)[CH2:38][CH2:37][OH:39]. The catalyst class is: 68. (6) Product: [F:14][C:2]([F:1])([F:15])[CH2:3][O:4][C:5]1[N:10]=[CH:9][C:8]([C:11]2[O:13][N:52]=[C:51]([C:53]3[CH:62]=[CH:61][CH:60]=[C:59]4[C:54]=3[CH:55]=[CH:56][N:57]=[CH:58]4)[N:50]=2)=[CH:7][CH:6]=1. The catalyst class is: 3. Reactant: [F:1][C:2]([F:15])([F:14])[CH2:3][O:4][C:5]1[N:10]=[CH:9][C:8]([C:11]([OH:13])=O)=[CH:7][CH:6]=1.CN(C(ON1N=NC2C=CC=NC1=2)=[N+](C)C)C.F[P-](F)(F)(F)(F)F.CCN(C(C)C)C(C)C.O[NH:50][C:51]([C:53]1[C:54]2[CH:55]=[CH:56][N:57]=[CH:58][C:59]=2[CH:60]=[CH:61][CH:62]=1)=[NH:52]. (7) Reactant: [NH2:1][S:2]([C:5]1[CH:6]=[C:7]2[C:11](=[CH:12][CH:13]=1)[NH:10][C:9](=[O:14])[CH2:8]2)(=[O:4])=[O:3].[CH2:15]([NH:17][C:18]([C:20]([C:22]1[NH:23][CH:24]=[CH:25][CH:26]=1)=O)=[O:19])[CH3:16].N1CCCCC1. Product: [NH2:1][S:2]([C:5]1[CH:6]=[C:7]2[C:11](=[CH:12][CH:13]=1)[NH:10][C:9](=[O:14])[C:8]2=[C:20]([C:22]1[NH:23][CH:24]=[CH:25][CH:26]=1)[C:18]([NH:17][CH2:15][CH3:16])=[O:19])(=[O:4])=[O:3]. The catalyst class is: 4.